This data is from NCI-60 drug combinations with 297,098 pairs across 59 cell lines. The task is: Regression. Given two drug SMILES strings and cell line genomic features, predict the synergy score measuring deviation from expected non-interaction effect. (1) Drug 1: C#CCC(CC1=CN=C2C(=N1)C(=NC(=N2)N)N)C3=CC=C(C=C3)C(=O)NC(CCC(=O)O)C(=O)O. Drug 2: CC1C(C(CC(O1)OC2CC(CC3=C2C(=C4C(=C3O)C(=O)C5=CC=CC=C5C4=O)O)(C(=O)C)O)N)O. Cell line: HS 578T. Synergy scores: CSS=42.3, Synergy_ZIP=-9.14, Synergy_Bliss=-10.2, Synergy_Loewe=-5.19, Synergy_HSA=-4.51. (2) Drug 1: CC1=C(C=C(C=C1)C(=O)NC2=CC(=CC(=C2)C(F)(F)F)N3C=C(N=C3)C)NC4=NC=CC(=N4)C5=CN=CC=C5. Drug 2: CC1C(C(CC(O1)OC2CC(CC3=C2C(=C4C(=C3O)C(=O)C5=CC=CC=C5C4=O)O)(C(=O)C)O)N)O. Cell line: RPMI-8226. Synergy scores: CSS=50.7, Synergy_ZIP=2.74, Synergy_Bliss=3.92, Synergy_Loewe=-9.01, Synergy_HSA=6.23.